From a dataset of Reaction yield outcomes from USPTO patents with 853,638 reactions. Predict the reaction yield, written as a fraction of the theoretical maximum amount of product (1.0 means a 100% yield; for example, 0.34 means a 34% yield). (1) The reactants are [CH3:1][C:2]1[C:3]2[CH:16]=[CH:15][CH:14]=[CH:13][C:4]=2[S:5][C:6]=1[C:7]1[CH2:12][CH2:11][NH:10][CH2:9][CH:8]=1. The catalyst is C(O)C.FC(F)(F)CO.[Pd]. The product is [CH3:1][C:2]1[C:3]2[CH:16]=[CH:15][CH:14]=[CH:13][C:4]=2[S:5][C:6]=1[CH:7]1[CH2:8][CH2:9][NH:10][CH2:11][CH2:12]1. The yield is 0.990. (2) The reactants are [H-].[Na+].[CH3:3][C:4]1[NH:8][C:7]2[S:9][CH:10]=[CH:11][C:6]=2[C:5]=1[CH2:12][C:13]([O:15][CH3:16])=[O:14].Cl[CH2:18][C:19]1[CH:24]=[CH:23][C:22]([S:25]([CH3:28])(=[O:27])=[O:26])=[CH:21][CH:20]=1.[I-].[Na+]. The catalyst is CN(C=O)C.CCOC(C)=O. The product is [CH3:3][C:4]1[N:8]([CH2:18][C:19]2[CH:20]=[CH:21][C:22]([S:25]([CH3:28])(=[O:27])=[O:26])=[CH:23][CH:24]=2)[C:7]2[S:9][CH:10]=[CH:11][C:6]=2[C:5]=1[CH2:12][C:13]([O:15][CH3:16])=[O:14]. The yield is 0.596. (3) The reactants are [CH3:1][O:2][C:3]([C:5]1[CH:10]=[CH:9][N:8]2[C:11](Br)=[CH:12][N:13]=[C:7]2[C:6]=1[F:15])=[O:4].[F:16][C:17]1[CH:18]=[C:19]([C:38]#[N:39])[C:20]([C:23]2[CH:28]=[C:27](B3OCC(C)(C)CO3)[CH:26]=[CH:25][C:24]=2[F:37])=[CH:21][CH:22]=1. No catalyst specified. The product is [CH3:1][O:2][C:3]([C:5]1[CH:10]=[CH:9][N:8]2[C:11]([C:27]3[CH:26]=[CH:25][C:24]([F:37])=[C:23]([C:20]4[CH:21]=[CH:22][C:17]([F:16])=[CH:18][C:19]=4[C:38]#[N:39])[CH:28]=3)=[CH:12][N:13]=[C:7]2[C:6]=1[F:15])=[O:4]. The yield is 0.530. (4) The catalyst is C1COCC1. The reactants are [Cl:1][C:2]1[CH:3]=[N:4][N:5]([C:7]2[CH:12]=[C:11]([CH3:13])[C:10]([C:14]3[C:15](=[O:21])[CH2:16][CH2:17][C:18]=3[O:19][CH3:20])=[C:9]([CH3:22])[CH:8]=2)[CH:6]=1.[Li+].C[Si]([N-][Si](C)(C)C)(C)C.Br[CH2:34][C:35]#[N:36]. The product is [Cl:1][C:2]1[CH:3]=[N:4][N:5]([C:7]2[CH:8]=[C:9]([CH3:22])[C:10]([C:14]3[C:15](=[O:21])[CH:16]([CH2:34][C:35]#[N:36])[CH2:17][C:18]=3[O:19][CH3:20])=[C:11]([CH3:13])[CH:12]=2)[CH:6]=1. The yield is 0.875. (5) The product is [CH3:1][O:2][C:3]1[CH:4]=[C:5]2[C:10](=[CH:11][C:12]=1[O:13][CH3:14])[N:9]=[CH:8][N:7]=[C:6]2[N:15]1[CH2:16][CH2:17][CH:18]([O:21][C:32](=[O:33])[NH:31][C:28]2[CH:29]=[CH:30][C:25]([CH:22]([CH3:23])[CH3:24])=[CH:26][CH:27]=2)[CH2:19][CH2:20]1. The yield is 0.650. The reactants are [CH3:1][O:2][C:3]1[CH:4]=[C:5]2[C:10](=[CH:11][C:12]=1[O:13][CH3:14])[N:9]=[CH:8][N:7]=[C:6]2[N:15]1[CH2:20][CH2:19][CH:18]([OH:21])[CH2:17][CH2:16]1.[CH:22]([C:25]1[CH:30]=[CH:29][C:28]([N:31]=[C:32]=[O:33])=[CH:27][CH:26]=1)([CH3:24])[CH3:23].ClC(Cl)C. No catalyst specified. (6) The reactants are CS(O[CH2:6][CH2:7][C:8]1[CH:13]=[CH:12][C:11]([C:14]2[CH:19]=[CH:18][CH:17]=[C:16]([N:20]3[C:25]4[N:26]=[CH:27][C:28]([F:30])=[CH:29][C:24]=4[C:23](=[O:31])[N:22]([C@H:32]4[CH2:37][CH2:36][C@@H:35]([NH:38][C:39]([C:41]5[N:42]=[C:43]6[CH:48]=[CH:47][C:46]([F:49])=[CH:45][N:44]6[CH:50]=5)=[O:40])[CH2:34][CH2:33]4)[C:21]3=[O:51])[CH:15]=2)=[CH:10][CH:9]=1)(=O)=O.[CH3:52][N:53]1[CH2:58][CH2:57][NH:56][CH2:55][CH2:54]1.C(=O)([O-])[O-].[K+].[K+].O. The catalyst is C(#N)C. The product is [F:49][C:46]1[CH:47]=[CH:48][C:43]2[N:44]([CH:50]=[C:41]([C:39]([NH:38][C@H:35]3[CH2:36][CH2:37][C@@H:32]([N:22]4[C:23](=[O:31])[C:24]5[CH:29]=[C:28]([F:30])[CH:27]=[N:26][C:25]=5[N:20]([C:16]5[CH:15]=[C:14]([C:11]6[CH:12]=[CH:13][C:8]([CH2:7][CH2:6][N:56]7[CH2:57][CH2:58][N:53]([CH3:52])[CH2:54][CH2:55]7)=[CH:9][CH:10]=6)[CH:19]=[CH:18][CH:17]=5)[C:21]4=[O:51])[CH2:33][CH2:34]3)=[O:40])[N:42]=2)[CH:45]=1. The yield is 0.150. (7) The reactants are [N:1]([CH2:4][C:5]1[CH:10]=[CH:9][C:8]([C:11]2[CH:16]=[CH:15][C:14]([N:17]3[CH2:21][CH:20]([CH2:22][NH:23][C:24](=[O:26])[CH3:25])[O:19][C:18]3=[O:27])=[CH:13][C:12]=2[F:28])=[CH:7][CH:6]=1)=[N+]=[N-].C1(P(C2C=CC=CC=2)C2C=CC=CC=2)C=CC=CC=1.O. The catalyst is O1CCCC1. The product is [NH2:1][CH2:4][C:5]1[CH:10]=[CH:9][C:8]([C:11]2[CH:16]=[CH:15][C:14]([N:17]3[CH2:21][CH:20]([CH2:22][NH:23][C:24](=[O:26])[CH3:25])[O:19][C:18]3=[O:27])=[CH:13][C:12]=2[F:28])=[CH:7][CH:6]=1. The yield is 0.870. (8) The reactants are [F:1][C:2]([F:9])([F:8])[CH2:3][CH2:4][C:5](O)=[O:6].C([N:15]1[CH2:20][CH2:19][CH:18]([NH:21][C:22]([NH:24][C:25]2[CH:30]=[CH:29][C:28]([C:31]([F:34])([F:33])[F:32])=[CH:27][CH:26]=2)=[O:23])[CH2:17][CH2:16]1)(=O)C(C)C. No catalyst specified. The product is [F:1][C:2]([F:9])([F:8])[CH2:3][CH2:4][C:5]([N:15]1[CH2:20][CH2:19][CH:18]([NH:21][C:22]([NH:24][C:25]2[CH:30]=[CH:29][C:28]([C:31]([F:32])([F:33])[F:34])=[CH:27][CH:26]=2)=[O:23])[CH2:17][CH2:16]1)=[O:6]. The yield is 0.700. (9) The reactants are [F:1][C:2]1[CH:3]=[C:4]([CH:7]=[CH:8][C:9]=1[O:10][CH2:11][CH2:12][CH2:13][N:14]1[CH2:19][CH2:18][N:17]([CH3:20])[CH2:16][CH2:15]1)[CH:5]=O.[CH3:21][C:22]1[CH:27]=[CH:26][CH:25]=[C:24]([NH2:28])[C:23]=1[NH2:29]. No catalyst specified. The product is [F:1][C:2]1[CH:3]=[C:4]([C:5]2[NH:28][C:24]3[CH:25]=[CH:26][CH:27]=[C:22]([CH3:21])[C:23]=3[N:29]=2)[CH:7]=[CH:8][C:9]=1[O:10][CH2:11][CH2:12][CH2:13][N:14]1[CH2:19][CH2:18][N:17]([CH3:20])[CH2:16][CH2:15]1. The yield is 1.00.